Dataset: CYP3A4 inhibition data for predicting drug metabolism from PubChem BioAssay. Task: Regression/Classification. Given a drug SMILES string, predict its absorption, distribution, metabolism, or excretion properties. Task type varies by dataset: regression for continuous measurements (e.g., permeability, clearance, half-life) or binary classification for categorical outcomes (e.g., BBB penetration, CYP inhibition). Dataset: cyp3a4_veith. (1) The molecule is O=[N+]([O-])c1ccc(/C=N/N/C(=N/c2ccccn2)c2ccccn2)cc1. The result is 0 (non-inhibitor). (2) The compound is Cc1nn2c(c1-c1ccccc1)NC1=C(C(=O)CCC1)C2c1ccccc1. The result is 1 (inhibitor). (3) The molecule is c1csc(CN2CCC3(CCNCC3)CC2)n1. The result is 0 (non-inhibitor).